From a dataset of Full USPTO retrosynthesis dataset with 1.9M reactions from patents (1976-2016). Predict the reactants needed to synthesize the given product. (1) Given the product [O:9]=[C:5]1[NH:6][CH2:7][CH2:8][N:4]1[CH2:3][CH2:2][O:1][C:13]1[N:18]=[CH:17][C:16]([C:19]#[N:20])=[CH:15][CH:14]=1, predict the reactants needed to synthesize it. The reactants are: [OH:1][CH2:2][CH2:3][N:4]1[CH2:8][CH2:7][NH:6][C:5]1=[O:9].[H-].[Na+].Cl[C:13]1[N:18]=[CH:17][C:16]([C:19]#[N:20])=[CH:15][CH:14]=1. (2) The reactants are: Cl[C:2]1[C:7]([N+:8]([O-])=O)=[CH:6][CH:5]=[C:4]([O:11][CH3:12])[N:3]=1.[N:13]1[CH:18]=[CH:17][CH:16]=[CH:15][C:14]=1[NH:19][C:20](=O)[CH3:21]. Given the product [CH3:12][O:11][C:4]1[N:3]=[C:2]2[N:19]([C:14]3[CH:15]=[CH:16][CH:17]=[CH:18][N:13]=3)[C:20]([CH3:21])=[N:8][C:7]2=[CH:6][CH:5]=1, predict the reactants needed to synthesize it. (3) The reactants are: CC1C=C(C)C=C(C)C=1C[S:5][C@H:6]1[C@H:15]([O:16]C(=O)C)[CH2:14][CH2:13][C:8]2([O:12][CH2:11][CH2:10][O:9]2)[CH2:7]1.[Na]. Given the product [SH:5][C@H:6]1[C@H:15]([OH:16])[CH2:14][CH2:13][C:8]2([O:9][CH2:10][CH2:11][O:12]2)[CH2:7]1, predict the reactants needed to synthesize it. (4) Given the product [Cl:65][C:66]1[CH:67]=[C:68]([NH:69][C:28]([CH:9]2[CH:8]([C:4]3[CH:5]=[CH:6][CH:7]=[C:2]([Cl:1])[C:3]=3[F:31])[C:12]([C:15]3[CH:20]=[CH:19][C:18]([Cl:21])=[CH:17][C:16]=3[F:22])([C:13]#[N:14])[CH:11]([CH2:23][C:24]([CH3:27])([CH3:26])[CH3:25])[NH:10]2)=[O:29])[CH:70]=[CH:71][CH:72]=1, predict the reactants needed to synthesize it. The reactants are: [Cl:1][C:2]1[C:3]([F:31])=[C:4]([CH:8]2[C:12]([C:15]3[CH:20]=[CH:19][C:18]([Cl:21])=[CH:17][C:16]=3[F:22])([C:13]#[N:14])[CH:11]([CH2:23][C:24]([CH3:27])([CH3:26])[CH3:25])[NH:10][CH:9]2[C:28](O)=[O:29])[CH:5]=[CH:6][CH:7]=1.CN(C(ON1N=NC2C=CC=NC1=2)=[N+](C)C)C.F[P-](F)(F)(F)(F)F.CCN(C(C)C)C(C)C.[Cl:65][C:66]1[CH:67]=[C:68]([CH:70]=[CH:71][CH:72]=1)[NH2:69]. (5) Given the product [Cl:1][C:2]1[CH:3]=[CH:4][C:5]([C:8]2[CH:15]=[CH:14][C:11]([C:12]([OH:17])=[O:13])=[CH:10][CH:9]=2)=[CH:6][CH:7]=1, predict the reactants needed to synthesize it. The reactants are: [Cl:1][C:2]1[CH:7]=[CH:6][C:5]([C:8]2[CH:15]=[CH:14][C:11]([CH:12]=[O:13])=[CH:10][CH:9]=2)=[CH:4][CH:3]=1.C(=O)(O)[O-:17].[Na+].OOS([O-])=O.[K+].S(=O)(O)[O-].[Na+].Cl. (6) Given the product [C:17]1([P:7]([C:1]2[CH:6]=[CH:5][CH:4]=[CH:3][CH:2]=2)[C:8]2[CH:16]=[CH:15][CH:14]=[CH:13][C:9]=2[C:10]([S:25][CH2:23][CH3:24])=[O:11])[CH:22]=[CH:21][CH:20]=[CH:19][CH:18]=1, predict the reactants needed to synthesize it. The reactants are: [C:1]1([P:7]([C:17]2[CH:22]=[CH:21][CH:20]=[CH:19][CH:18]=2)[C:8]2[CH:16]=[CH:15][CH:14]=[CH:13][C:9]=2[C:10](O)=[O:11])[CH:6]=[CH:5][CH:4]=[CH:3][CH:2]=1.[CH2:23]([SH:25])[CH3:24].CC(C)N=C=NC(C)C. (7) Given the product [ClH:43].[C:1]([C:3]([C:6]1[CH:7]=[C:8]([CH:40]=[CH:41][CH:42]=1)[C:9]([NH:11][C:12]1[CH:13]=[CH:14][C:15]([CH3:39])=[C:16]([NH:18][C:19]([C:21]2[S:38][C:24]3=[N:25][C:26]([NH:29][CH2:30][CH2:31][N:32]4[CH2:37][CH2:36][O:35][CH2:34][CH2:33]4)=[CH:27][N:28]=[C:23]3[CH:22]=2)=[O:20])[CH:17]=1)=[O:10])([CH3:5])[CH3:4])#[N:2], predict the reactants needed to synthesize it. The reactants are: [C:1]([C:3]([C:6]1[CH:7]=[C:8]([CH:40]=[CH:41][CH:42]=1)[C:9]([NH:11][C:12]1[CH:13]=[CH:14][C:15]([CH3:39])=[C:16]([NH:18][C:19]([C:21]2[S:38][C:24]3=[N:25][C:26]([NH:29][CH2:30][CH2:31][N:32]4[CH2:37][CH2:36][O:35][CH2:34][CH2:33]4)=[CH:27][N:28]=[C:23]3[CH:22]=2)=[O:20])[CH:17]=1)=[O:10])([CH3:5])[CH3:4])#[N:2].[ClH:43]. (8) Given the product [I-:21].[CH3:20][N+:13]1([CH2:12][CH2:11][CH2:10][S:7]([CH2:6][C:5]2[CH:4]=[CH:3][C:2]([CH3:1])=[CH:19][CH:18]=2)(=[O:8])=[O:9])[CH2:14][CH2:15][CH2:16][CH2:17]1, predict the reactants needed to synthesize it. The reactants are: [CH3:1][C:2]1[CH:19]=[CH:18][C:5]([CH2:6][S:7]([CH2:10][CH2:11][CH2:12][N:13]2[CH2:17][CH2:16][CH2:15][CH2:14]2)(=[O:9])=[O:8])=[CH:4][CH:3]=1.[CH3:20][I:21].